Dataset: Full USPTO retrosynthesis dataset with 1.9M reactions from patents (1976-2016). Task: Predict the reactants needed to synthesize the given product. Given the product [CH:1]1([CH2:7][C@H:8]([NH:22][C:23]([N:25]2[CH2:30][CH2:29][CH2:28][C@@H:27]([C@H:31]([C:40]3[CH:45]=[CH:44][CH:43]=[CH:42][CH:41]=3)[O:32][CH2:33][CH2:34][NH:35][C:36](=[O:39])[O:37][CH3:38])[CH2:26]2)=[O:24])[CH2:9][NH:10][CH3:11])[CH2:6][CH2:5][CH2:4][CH2:3][CH2:2]1, predict the reactants needed to synthesize it. The reactants are: [CH:1]1([CH2:7][C@H:8]([NH:22][C:23]([N:25]2[CH2:30][CH2:29][CH2:28][C@@H:27]([C@H:31]([C:40]3[CH:45]=[CH:44][CH:43]=[CH:42][CH:41]=3)[O:32][CH2:33][CH2:34][NH:35][C:36](=[O:39])[O:37][CH3:38])[CH2:26]2)=[O:24])[CH2:9][N:10](C)[C:11](OCC2C=CC=CC=2)=O)[CH2:6][CH2:5][CH2:4][CH2:3][CH2:2]1.